Dataset: Forward reaction prediction with 1.9M reactions from USPTO patents (1976-2016). Task: Predict the product of the given reaction. (1) Given the reactants Cl[C:2]1[CH:7]=[C:6]([N:8]2[CH2:12][CH2:11][C@@H:10]([NH:13][C:14](=[O:20])[O:15][C:16]([CH3:19])([CH3:18])[CH3:17])[CH2:9]2)[CH:5]=[C:4]([Cl:21])[N:3]=1.[CH3:22][O:23][C:24]1[CH:31]=[CH:30][C:27]([CH2:28][NH2:29])=[CH:26][CH:25]=1.ClC1C=C(N2CCCC2NC(OC(C)(C)C)=O)C=C(NCC2C=CC(OC)=CC=2)N=1, predict the reaction product. The product is: [Cl:21][C:4]1[CH:5]=[C:6]([N:8]2[CH2:12][CH2:11][C@@H:10]([NH:13][C:14](=[O:20])[O:15][C:16]([CH3:19])([CH3:18])[CH3:17])[CH2:9]2)[CH:7]=[C:2]([NH:29][CH2:28][C:27]2[CH:30]=[CH:31][C:24]([O:23][CH3:22])=[CH:25][CH:26]=2)[N:3]=1. (2) Given the reactants [Br:1][C:2]1[CH:3]=[CH:4][C:5]([CH:9]=[O:10])=[N:6][C:7]=1[CH3:8].CO.[BH4-].[Na+].O, predict the reaction product. The product is: [Br:1][C:2]1[CH:3]=[CH:4][C:5]([CH2:9][OH:10])=[N:6][C:7]=1[CH3:8]. (3) Given the reactants C(=O)(O)[O-].[Na+].[NH2:6][C:7]1[C:22]([F:23])=[CH:21][C:10]2[O:11][C:12]([F:20])([F:19])[C:13](=[O:18])[N:14]([CH2:15][C:16]#[CH:17])[C:9]=2[CH:8]=1.[C:24](Cl)(Cl)=[S:25].C(=O)(OCC)N, predict the reaction product. The product is: [F:20][C:12]1([F:19])[O:11][C:10]2[CH:21]=[C:22]([F:23])[C:7]([N:6]=[C:24]=[S:25])=[CH:8][C:9]=2[N:14]([CH2:15][C:16]#[CH:17])[C:13]1=[O:18]. (4) Given the reactants [C:1]([C:4]1[CH:13]=[CH:12][C:11]([O:14][CH2:15][C:16]2[CH:21]=[CH:20][CH:19]=[CH:18][CH:17]=2)=[C:10]2[C:5]=1[CH:6]=[CH:7][C:8](=[O:22])[NH:9]2)(=[O:3])[CH3:2].[Br-:23].[Br-].[Br-].C([N+](CCCC)(CCCC)CCCC)CCC.C([N+](CCCC)(CCCC)CCCC)CCC.C([N+](CCCC)(CCCC)CCCC)CCC, predict the reaction product. The product is: [CH2:15]([O:14][C:11]1[CH:12]=[CH:13][C:4]([C:1](=[O:3])[CH2:2][Br:23])=[C:5]2[C:10]=1[NH:9][C:8](=[O:22])[CH:7]=[CH:6]2)[C:16]1[CH:21]=[CH:20][CH:19]=[CH:18][CH:17]=1. (5) Given the reactants [Cl:1][C:2]1[N:14]=[C:13](Cl)[C:12]([CH3:16])=[C:11]([CH3:17])[C:3]=1[C:4]([O:6][C:7]([CH3:10])([CH3:9])[CH3:8])=[O:5].CC1(C)C2C(=C(P(C3C=CC=CC=3)C3C=CC=CC=3)C=CC=2)OC2C(P(C3C=CC=CC=3)C3C=CC=CC=3)=CC=CC1=2.C([O-])([O-])=O.[Cs+].[Cs+].C(=[NH:79])(C1C=CC=CC=1)C1C=CC=CC=1.CC([O-])=O.[Na+].Cl.[OH-].[Na+], predict the reaction product. The product is: [NH2:79][C:13]1[C:12]([CH3:16])=[C:11]([CH3:17])[C:3]([C:4]([O:6][C:7]([CH3:10])([CH3:9])[CH3:8])=[O:5])=[C:2]([Cl:1])[N:14]=1. (6) Given the reactants Cl[C:2]1[N:7]=[C:6]([NH:8][C:9]2[CH:13]=[C:12]([CH:14]3[CH2:16][CH2:15]3)[NH:11][N:10]=2)[C:5]([C:17]#[C:18][Si:19]([CH3:22])([CH3:21])[CH3:20])=[CH:4][N:3]=1.[NH:23]1[CH2:28][CH2:27][CH2:26][CH2:25][CH2:24]1, predict the reaction product. The product is: [CH:14]1([C:12]2[NH:11][N:10]=[C:9]([NH:8][C:6]3[C:5]([C:17]#[C:18][Si:19]([CH3:22])([CH3:21])[CH3:20])=[CH:4][N:3]=[C:2]([N:23]4[CH2:28][CH2:27][CH2:26][CH2:25][CH2:24]4)[N:7]=3)[CH:13]=2)[CH2:16][CH2:15]1.